From a dataset of Peptide-MHC class I binding affinity with 185,985 pairs from IEDB/IMGT. Regression. Given a peptide amino acid sequence and an MHC pseudo amino acid sequence, predict their binding affinity value. This is MHC class I binding data. (1) The peptide sequence is YAEMWAQDA. The MHC is HLA-B18:01 with pseudo-sequence HLA-B18:01. The binding affinity (normalized) is 0.0785. (2) The peptide sequence is STSRSYMSF. The MHC is HLA-A69:01 with pseudo-sequence HLA-A69:01. The binding affinity (normalized) is 0.0847.